From a dataset of Full USPTO retrosynthesis dataset with 1.9M reactions from patents (1976-2016). Predict the reactants needed to synthesize the given product. (1) The reactants are: [C:1]1([C:26]2[CH:31]=[CH:30][CH:29]=[CH:28][CH:27]=2)[CH:6]=[CH:5][CH:4]=[C:3]([CH2:7][N:8]2[CH:13]([C:14]3[C:19]([O:20][CH3:21])=[CH:18][C:17]([F:22])=[CH:16][C:15]=3[O:23][CH3:24])[CH2:12][CH:11]=[CH:10][C:9]2=[O:25])[CH:2]=1. Given the product [C:1]1([C:26]2[CH:31]=[CH:30][CH:29]=[CH:28][CH:27]=2)[CH:6]=[CH:5][CH:4]=[C:3]([CH2:7][N:8]2[CH:13]([C:14]3[C:19]([O:20][CH3:21])=[CH:18][C:17]([F:22])=[CH:16][C:15]=3[O:23][CH3:24])[CH2:12][CH2:11][CH2:10][C:9]2=[O:25])[CH:2]=1, predict the reactants needed to synthesize it. (2) Given the product [N:41]1[C:50]2[NH:49][CH2:48][CH2:47][CH2:46][C:45]=2[CH:44]=[CH:43][C:42]=1[CH2:51][CH2:52][O:17][C:14]1[CH:13]=[CH:12][C:11]([CH2:10][C@@H:9]([C:18]([O:20][CH3:21])=[O:19])[NH2:8])=[CH:16][CH:15]=1, predict the reactants needed to synthesize it. The reactants are: C(OC([NH:8][C@H:9]([C:18]([O:20][CH3:21])=[O:19])[CH2:10][C:11]1[CH:16]=[CH:15][C:14]([OH:17])=[CH:13][CH:12]=1)=O)(C)(C)C.C1(P(C2C=CC=CC=2)C2C=CC=CC=2)C=CC=CC=1.[N:41]1[C:50]2[NH:49][CH2:48][CH2:47][CH2:46][C:45]=2[CH:44]=[CH:43][C:42]=1[CH2:51][CH2:52]O.C1(P(=O)(C2C=CC=CC=2)C2C=CC=CC=2)C=CC=CC=1. (3) Given the product [CH3:1][O:2][C:3]1[CH:4]=[CH:5][C:6]([C:9]2([C:15]3[CH:16]=[CH:17][C:18]([O:21][CH3:22])=[CH:19][CH:20]=3)[CH2:14][CH2:13][NH:12][CH2:11][CH2:10]2)=[CH:7][CH:8]=1.[NH2:28][CH2:27][CH2:26][CH2:25][N:12]1[CH2:13][CH2:14][C:9]([C:15]2[CH:16]=[CH:17][C:18]([O:21][CH3:22])=[CH:19][CH:20]=2)([C:6]2[CH:5]=[CH:4][C:3]([O:2][CH3:1])=[CH:8][CH:7]=2)[CH2:10][CH2:11]1, predict the reactants needed to synthesize it. The reactants are: [CH3:1][O:2][C:3]1[CH:8]=[CH:7][C:6]([C:9]2([C:15]3[CH:20]=[CH:19][C:18]([O:21][CH3:22])=[CH:17][CH:16]=3)[CH2:14][CH2:13][NH:12][CH2:11][CH2:10]2)=[CH:5][CH:4]=1.Br.Br[CH2:25][CH2:26][CH2:27][NH2:28].C(=O)([O-])[O-].[K+].[K+].